This data is from NCI-60 drug combinations with 297,098 pairs across 59 cell lines. The task is: Regression. Given two drug SMILES strings and cell line genomic features, predict the synergy score measuring deviation from expected non-interaction effect. (1) Drug 1: C1C(C(OC1N2C=NC3=C(N=C(N=C32)Cl)N)CO)O. Drug 2: CCCCCOC(=O)NC1=NC(=O)N(C=C1F)C2C(C(C(O2)C)O)O. Cell line: NCIH23. Synergy scores: CSS=36.3, Synergy_ZIP=-0.548, Synergy_Bliss=-0.839, Synergy_Loewe=-52.0, Synergy_HSA=-0.935. (2) Drug 1: CCC1=CC2CC(C3=C(CN(C2)C1)C4=CC=CC=C4N3)(C5=C(C=C6C(=C5)C78CCN9C7C(C=CC9)(C(C(C8N6C)(C(=O)OC)O)OC(=O)C)CC)OC)C(=O)OC.C(C(C(=O)O)O)(C(=O)O)O. Drug 2: C1CNP(=O)(OC1)N(CCCl)CCCl. Cell line: KM12. Synergy scores: CSS=45.3, Synergy_ZIP=4.26, Synergy_Bliss=4.09, Synergy_Loewe=-64.4, Synergy_HSA=-1.30. (3) Drug 1: C1=CC(=CC=C1CCC2=CNC3=C2C(=O)NC(=N3)N)C(=O)NC(CCC(=O)O)C(=O)O. Drug 2: C1=CN(C(=O)N=C1N)C2C(C(C(O2)CO)O)O.Cl. Cell line: SN12C. Synergy scores: CSS=20.8, Synergy_ZIP=-10.2, Synergy_Bliss=-7.27, Synergy_Loewe=-3.27, Synergy_HSA=-1.44. (4) Drug 1: CCCS(=O)(=O)NC1=C(C(=C(C=C1)F)C(=O)C2=CNC3=C2C=C(C=N3)C4=CC=C(C=C4)Cl)F. Drug 2: C(CCl)NC(=O)N(CCCl)N=O. Cell line: SF-268. Synergy scores: CSS=10.5, Synergy_ZIP=0.218, Synergy_Bliss=3.29, Synergy_Loewe=-33.9, Synergy_HSA=-0.314.